This data is from Reaction yield outcomes from USPTO patents with 853,638 reactions. The task is: Predict the reaction yield, written as a fraction of the theoretical maximum amount of product (1.0 means a 100% yield; for example, 0.34 means a 34% yield). (1) The reactants are [F:1][C:2]1[CH:7]=[C:6]([C:8]([OH:11])([CH3:10])[CH3:9])[CH:5]=[CH:4][C:3]=1[C@@H:12]([NH:14]C(=O)OC(C)(C)C)[CH3:13].Cl. The catalyst is O1CCOCC1. The product is [NH2:14][C@H:12]([C:3]1[CH:4]=[CH:5][C:6]([C:8]([OH:11])([CH3:9])[CH3:10])=[CH:7][C:2]=1[F:1])[CH3:13]. The yield is 0.980. (2) The reactants are [Cl:1][C:2]1[CH:7]=[CH:6][C:5]([NH:8][C:9](=[O:14])[C:10]([CH3:13])([CH3:12])[CH3:11])=[C:4]([CH:15]([OH:22])[C:16]2[CH:17]=[N:18][CH:19]=[CH:20][CH:21]=2)[CH:3]=1. The catalyst is N1C=CC=CC=1.CCOC(C)=O.O. The product is [Cl:1][C:2]1[CH:7]=[CH:6][C:5]([NH:8][C:9](=[O:14])[C:10]([CH3:13])([CH3:12])[CH3:11])=[C:4]([C:15]([C:16]2[CH:17]=[N:18][CH:19]=[CH:20][CH:21]=2)=[O:22])[CH:3]=1. The yield is 0.700. (3) The reactants are C([NH:11][CH2:12][CH2:13][CH2:14][CH2:15][C:16]1[CH:21]=[CH:20][CH:19]=[CH:18][C:17]=1[O:22][CH2:23][CH:24]([OH:27])[CH2:25][OH:26])(OCC1C=CC=CC=1)=O.[H][H]. The catalyst is CO.[Pd]. The product is [OH:27][CH:24]([CH2:25][OH:26])[CH2:23][O:22][C:17]1[CH:18]=[CH:19][CH:20]=[CH:21][C:16]=1[CH2:15][CH2:14][CH2:13][CH2:12][NH2:11]. The yield is 0.660. (4) The reactants are [Cl:1][C:2]1[C:3]([O:12][C:13]2[CH:18]=[C:17]([O:19][CH2:20][CH2:21][O:22][CH3:23])[CH:16]=[CH:15][C:14]=2[CH2:24][CH2:25][CH2:26][OH:27])=[N:4][CH:5]=[C:6]([C:8]([F:11])([F:10])[F:9])[CH:7]=1.[S:28]1[CH:32]=[CH:31][CH:30]=[C:29]1[CH2:33][CH2:34][NH:35][S:36]([NH2:39])(=[O:38])=[O:37].N12CCCN=C1CCCCC2.Cl.CN(C)[CH:54]=[O:55]. The catalyst is C(OCC)(=O)C. The product is [S:28]1[CH:32]=[CH:31][CH:30]=[C:29]1[CH2:33][CH2:34][NH:35][S:36]([NH:39][C:54](=[O:55])[O:27][CH2:26][CH2:25][CH2:24][C:14]1[CH:15]=[CH:16][C:17]([O:19][CH2:20][CH2:21][O:22][CH3:23])=[CH:18][C:13]=1[O:12][C:3]1[C:2]([Cl:1])=[CH:7][C:6]([C:8]([F:9])([F:11])[F:10])=[CH:5][N:4]=1)(=[O:38])=[O:37]. The yield is 0.410. (5) The reactants are [CH2:1]([O:3][C:4]1[C:9]2[O:10][C@H:11]([CH2:14]OS(C3C=CC(C)=CC=3)(=O)=O)[CH2:12][O:13][C:8]=2[CH:7]=[CH:6][CH:5]=1)[CH3:2].[CH:26]1[C:35]2[C:30](=[CH:31][CH:32]=[CH:33][CH:34]=2)[CH:29]=[CH:28][C:27]=1[C:36]1([OH:44])[CH2:42][CH:41]2[NH:43][CH:38]([CH2:39][CH2:40]2)[CH2:37]1.C([O-])([O-])=O.[K+].[K+].C(#N)C. The catalyst is C(Cl)(Cl)Cl.CO.O. The product is [CH2:1]([O:3][C:4]1[C:9]2[O:10][CH:11]([CH2:14][N:43]3[CH:38]4[CH2:39][CH2:40][C@H:41]3[CH2:42][C:36]([C:27]3[CH:28]=[CH:29][C:30]5[C:35](=[CH:34][CH:33]=[CH:32][CH:31]=5)[CH:26]=3)([OH:44])[CH2:37]4)[CH2:12][O:13][C:8]=2[CH:7]=[CH:6][CH:5]=1)[CH3:2]. The yield is 0.480. (6) The reactants are [C:1]([CH:3]([CH2:9][C:10]([C:12]1[C:17](F)=[CH:16][CH:15]=[CH:14][C:13]=1F)=O)[C:4]([O:6][CH2:7]C)=[O:5])#[N:2].C(OCC)(=O)C.[ClH:26]. The catalyst is C(OCC)(=O)C. The product is [Cl:26][C:1]1[NH:2][C:10]([C:12]2[CH:17]=[CH:16][CH:15]=[CH:14][CH:13]=2)=[CH:9][C:3]=1[C:4]([O:6][CH3:7])=[O:5]. The yield is 0.370. (7) The reactants are [Br:1][C:2]1[CH:10]=[CH:9][CH:8]=[C:7]2[C:3]=1[C:4](O)([C:19]1[C:20]([OH:28])=[CH:21][C:22]3[O:26][CH2:25][CH2:24][C:23]=3[CH:27]=1)[C:5](=[O:18])[N:6]2[CH2:11][C:12]1[CH:17]=[CH:16][CH:15]=[CH:14][N:13]=1.C(N(CC)CC)C.O=S(Cl)Cl. The catalyst is ClCCl.C(O)(=O)C.O1CCCC1.[Zn]. The product is [Br:1][C:2]1[CH:10]=[CH:9][CH:8]=[C:7]2[C:3]=1[CH:4]([C:19]1[C:20]([OH:28])=[CH:21][C:22]3[O:26][CH2:25][CH2:24][C:23]=3[CH:27]=1)[C:5](=[O:18])[N:6]2[CH2:11][C:12]1[CH:17]=[CH:16][CH:15]=[CH:14][N:13]=1. The yield is 0.770.